Dataset: hERG potassium channel inhibition data for cardiac toxicity prediction from Karim et al.. Task: Regression/Classification. Given a drug SMILES string, predict its toxicity properties. Task type varies by dataset: regression for continuous values (e.g., LD50, hERG inhibition percentage) or binary classification for toxic/non-toxic outcomes (e.g., AMES mutagenicity, cardiotoxicity, hepatotoxicity). Dataset: herg_karim. (1) The molecule is CNC(=O)c1ccc(-c2cc(Cl)cc(Cl)c2Cl)c(N)n1. The result is 0 (non-blocker). (2) The drug is O=C(CNc1cc(C(F)(F)F)nc2ccc(C(F)(F)F)cc12)NC1CN(C2CCC(O)(c3cncs3)CC2)C1. The result is 0 (non-blocker).